From a dataset of Catalyst prediction with 721,799 reactions and 888 catalyst types from USPTO. Predict which catalyst facilitates the given reaction. Reactant: [CH3:1][C:2]1[CH:3]=[CH:4][C:5]([C:18]([NH:20][C:21]2[CH:26]=[CH:25][C:24]([N:27]([CH2:35][CH2:36][C:37]3[N:38]=[CH:39][S:40][CH:41]=3)C(=O)OC(C)(C)C)=[CH:23][CH:22]=2)=[O:19])=[C:6]([C:8]2[CH:13]=[CH:12][C:11]([C:14]([F:17])([F:16])[F:15])=[CH:10][CH:9]=2)[CH:7]=1.FC(F)(F)C(O)=O. Product: [CH3:1][C:2]1[CH:7]=[C:6]([C:8]2[CH:13]=[CH:12][C:11]([C:14]([F:17])([F:16])[F:15])=[CH:10][CH:9]=2)[C:5]([C:18]([NH:20][C:21]2[CH:26]=[CH:25][C:24]([NH:27][CH2:35][CH2:36][C:37]3[N:38]=[CH:39][S:40][CH:41]=3)=[CH:23][CH:22]=2)=[O:19])=[CH:4][CH:3]=1. The catalyst class is: 4.